From a dataset of Forward reaction prediction with 1.9M reactions from USPTO patents (1976-2016). Predict the product of the given reaction. (1) Given the reactants [C:1]([O:5][C:6](=[O:22])[NH:7][C:8]([CH3:21])([CH3:20])[CH2:9][C:10]1[C:18]2[C:13](=[C:14]([OH:19])[CH:15]=[CH:16][CH:17]=2)[NH:12][CH:11]=1)([CH3:4])([CH3:3])[CH3:2].[H-].[Na+].[CH3:25][O:26][C:27](=[O:35])[C:28]1[CH:33]=[CH:32][C:31](Cl)=[N:30][CH:29]=1.O, predict the reaction product. The product is: [CH3:25][O:26][C:27](=[O:35])[C:28]1[CH:33]=[CH:32][C:31]([O:19][C:14]2[CH:15]=[CH:16][CH:17]=[C:18]3[C:13]=2[NH:12][CH:11]=[C:10]3[CH2:9][C:8]([NH:7][C:6]([O:5][C:1]([CH3:4])([CH3:2])[CH3:3])=[O:22])([CH3:21])[CH3:20])=[N:30][CH:29]=1. (2) Given the reactants [CH2:1]([O:3][C:4]1[CH:9]=[C:8]([N+:10]([O-:12])=[O:11])[CH:7]=[CH:6][C:5]=1[C:13]([NH:15][NH:16][C:17](=S)[NH:18][CH2:19][CH2:20][CH2:21][N:22]1[CH2:27][CH2:26][CH2:25][CH2:24][CH2:23]1)=[O:14])[CH3:2].Cl.CN(C)CCCN=C=NCC, predict the reaction product. The product is: [CH2:1]([O:3][C:4]1[CH:9]=[C:8]([N+:10]([O-:12])=[O:11])[CH:7]=[CH:6][C:5]=1[C:13]1[O:14][C:17]([NH:18][CH2:19][CH2:20][CH2:21][N:22]2[CH2:27][CH2:26][CH2:25][CH2:24][CH2:23]2)=[N:16][N:15]=1)[CH3:2]. (3) Given the reactants [CH3:1][O:2][C:3](=[O:20])[CH2:4][CH:5]([NH:9][C:10](=[O:19])[CH2:11][CH2:12][C:13]1[CH:18]=[CH:17][CH:16]=[CH:15][CH:14]=1)[C:6](=O)[CH3:7].C(OC(=O)C)(=O)C.OS(O)(=O)=O, predict the reaction product. The product is: [CH3:1][O:2][C:3](=[O:20])[CH2:4][C:5]1[N:9]=[C:10]([CH2:11][CH2:12][C:13]2[CH:18]=[CH:17][CH:16]=[CH:15][CH:14]=2)[O:19][C:6]=1[CH3:7]. (4) Given the reactants [CH:1]1([N:5]2[CH2:10][CH2:9][CH:8]([O:11][C:12]3[CH:17]=[CH:16][C:15]([NH:18][CH2:19][C:20]([N:22]4[CH2:27][CH2:26][O:25][CH2:24][CH2:23]4)=[O:21])=[CH:14][CH:13]=3)[CH2:7][CH2:6]2)[CH2:4][CH2:3][CH2:2]1.[ClH:28], predict the reaction product. The product is: [ClH:28].[CH:1]1([N:5]2[CH2:6][CH2:7][CH:8]([O:11][C:12]3[CH:13]=[CH:14][C:15]([NH:18][CH2:19][C:20]([N:22]4[CH2:27][CH2:26][O:25][CH2:24][CH2:23]4)=[O:21])=[CH:16][CH:17]=3)[CH2:9][CH2:10]2)[CH2:4][CH2:3][CH2:2]1.